Dataset: Full USPTO retrosynthesis dataset with 1.9M reactions from patents (1976-2016). Task: Predict the reactants needed to synthesize the given product. (1) Given the product [Br:3][C:4]1[C:5]([N:24]([CH3:29])[S:25]([CH3:28])(=[O:26])=[O:27])=[CH:6][C:7]2[O:11][C:10]([C:12]3[CH:13]=[CH:14][C:15]([F:18])=[CH:16][CH:17]=3)=[C:9]([C:19]([NH:21][CH3:22])=[O:20])[C:8]=2[CH:23]=1, predict the reactants needed to synthesize it. The reactants are: CI.[Br:3][C:4]1[C:5]([NH:24][S:25]([CH3:28])(=[O:27])=[O:26])=[CH:6][C:7]2[O:11][C:10]([C:12]3[CH:17]=[CH:16][C:15]([F:18])=[CH:14][CH:13]=3)=[C:9]([C:19]([NH:21][CH3:22])=[O:20])[C:8]=2[CH:23]=1.[C:29]([O-])([O-])=O.[K+].[K+]. (2) The reactants are: [C:1]([O:5][CH:6]([C:10]1[C:19]([C:20]2[CH:21]=[CH:22][C:23]3[O:28][CH2:27][CH2:26][CH2:25][C:24]=3[CH:29]=2)=[CH:18][C:13]2[O:14][CH2:15][CH2:16][O:17][C:12]=2[CH:11]=1)[C:7]([O-:9])=[O:8])([CH3:4])([CH3:3])[CH3:2].[OH-].[K+]. Given the product [C:1]([O:5][CH:6]([C:10]1[C:19]([C:20]2[CH:21]=[CH:22][C:23]3[O:28][CH2:27][CH2:26][CH2:25][C:24]=3[CH:29]=2)=[CH:18][C:13]2[O:14][CH2:15][CH2:16][O:17][C:12]=2[CH:11]=1)[C:7]([OH:9])=[O:8])([CH3:4])([CH3:2])[CH3:3], predict the reactants needed to synthesize it.